Dataset: TCR-epitope binding with 47,182 pairs between 192 epitopes and 23,139 TCRs. Task: Binary Classification. Given a T-cell receptor sequence (or CDR3 region) and an epitope sequence, predict whether binding occurs between them. The epitope is KLGGALQAK. The TCR CDR3 sequence is CASSLSIGGAYGYTF. Result: 1 (the TCR binds to the epitope).